Dataset: Full USPTO retrosynthesis dataset with 1.9M reactions from patents (1976-2016). Task: Predict the reactants needed to synthesize the given product. (1) Given the product [NH2:1][C:2]([C@@H:4]1[CH2:8][CH2:7][C@H:6]([C:9]2[CH:14]=[CH:13][C:12]([O:15][CH2:30][C:31]3[CH:36]=[CH:35][CH:34]=[CH:33][C:32]=3[F:37])=[CH:11][CH:10]=2)[N:5]1[C:16]([O:18][C:19]([CH3:22])([CH3:21])[CH3:20])=[O:17])=[O:3], predict the reactants needed to synthesize it. The reactants are: [NH2:1][C:2]([C@@H:4]1[CH2:8][CH2:7][C@H:6]([C:9]2[CH:14]=[CH:13][C:12]([OH:15])=[CH:11][CH:10]=2)[N:5]1[C:16]([O:18][C:19]([CH3:22])([CH3:21])[CH3:20])=[O:17])=[O:3].C(=O)([O-])[O-].[K+].[K+].Br[CH2:30][C:31]1[CH:36]=[CH:35][CH:34]=[CH:33][C:32]=1[F:37].C(OCC)(=O)C. (2) Given the product [S:25]1[CH:29]=[CH:28][N:27]=[C:26]1[NH:30][C:18](=[O:19])[CH:17]([N:3]1[C:4]2[C:9](=[CH:8][C:7]([O:12][C:13]([F:16])([F:15])[F:14])=[CH:6][CH:5]=2)[C:10](=[O:11])[C:2]1=[O:1])[CH2:21][CH:22]([CH3:23])[CH3:24], predict the reactants needed to synthesize it. The reactants are: [O:1]=[C:2]1[C:10](=[O:11])[C:9]2[C:4](=[CH:5][CH:6]=[C:7]([O:12][C:13]([F:16])([F:15])[F:14])[CH:8]=2)[N:3]1[CH:17]([CH2:21][CH:22]([CH3:24])[CH3:23])[C:18](O)=[O:19].[S:25]1[CH:29]=[CH:28][N:27]=[C:26]1[NH2:30].C(N(CC)C(C)C)(C)C.F[P-](F)(F)(F)(F)F.N1(O[P+](N(C)C)(N(C)C)N(C)C)C2C=CC=CC=2N=N1. (3) Given the product [CH2:18]([O:17][C:13]([C:14]#[C:15][C:21]1([OH:20])[CH2:22][N:23]([C:25]([O:27][C:28]([CH3:30])([CH3:29])[CH3:31])=[O:26])[CH2:24]1)=[O:16])[CH3:19], predict the reactants needed to synthesize it. The reactants are: C([Li])CCC.C(NC(C)C)(C)C.[C:13]([O:17][CH2:18][CH3:19])(=[O:16])[C:14]#[CH:15].[O:20]=[C:21]1[CH2:24][N:23]([C:25]([O:27][C:28]([CH3:31])([CH3:30])[CH3:29])=[O:26])[CH2:22]1.